Binary Classification. Given a drug SMILES string, predict its activity (active/inactive) in a high-throughput screening assay against a specified biological target. From a dataset of Cav3 T-type calcium channel HTS with 100,875 compounds. (1) The molecule is O=C(Nc1c(N2CCCCC2)ccc(c1)c1nn(c(=O)c2c1cccc2)C)c1occc1. The result is 0 (inactive). (2) The result is 0 (inactive). The compound is O=C(n1nc(nc1NCc1ccccc1)c1ccccc1)CC.